Dataset: Full USPTO retrosynthesis dataset with 1.9M reactions from patents (1976-2016). Task: Predict the reactants needed to synthesize the given product. (1) Given the product [CH2:16]([O:15][C:13](=[O:14])[CH:12]=[CH:26][CH2:27][CH:28]([CH3:30])[CH3:29])[C:17]1[CH:22]=[CH:21][CH:20]=[CH:19][CH:18]=1, predict the reactants needed to synthesize it. The reactants are: P(OCC)(OCC)OCC.Br[CH2:12][C:13]([O:15][CH2:16][C:17]1[CH:22]=[CH:21][CH:20]=[CH:19][CH:18]=1)=[O:14].C(Br)C.[CH:26](=O)[CH2:27][CH:28]([CH3:30])[CH3:29].C(=O)([O-])[O-].[K+].[K+]. (2) Given the product [CH3:1][O:2][C:3]([NH:4][C@@H:5]([CH:62]([CH3:64])[CH3:63])[C:6]([N:8]1[CH2:9][CH2:10][CH2:15][C@H:16]1[C:17]1[NH:18][C:19]([C:22]2[CH:27]=[C:26]3[C:25](=[CH:24][CH:23]=2)[CH:28]=[C:29]([C:30]2[CH:31]=[CH:32][C:33]([C:38]4[NH:42][C:41]([C@@H:43]5[CH2:47][CH2:46][CH2:45][N:44]5[C:48]([C@H:49]5[C:50]6[C:51](=[CH:52][CH:53]=[CH:54][CH:55]=6)[CH2:145][CH2:144][N:56]5[C:57]([O:59][CH2:60][C:83]5[CH:92]=[CH:91][CH:90]=[CH:85][CH:84]=5)=[O:58])=[O:61])=[N:40][CH:39]=4)=[CH:34][CH:35]=2)[CH:117]=[CH:116]3)=[CH:20][N:21]=1)=[O:7])=[O:65], predict the reactants needed to synthesize it. The reactants are: [CH3:1][O:2][C:3](=[O:65])[NH:4][C@@H:5]([CH:62]([CH3:64])[CH3:63])[C:6]([N:8]1[C@H:16]([C:17]2[NH:18][C:19]([C:22]3[CH:27]=[CH:26][C:25]([C:28]4C=C[C:35]5[C:30](=[CH:31][CH:32]=[C:33]([C:38]6[NH:42][C:41]([C@@H:43]7[CH2:47][CH2:46][CH2:45][N:44]7[C:48](=[O:61])[C@H:49]([NH:56][C:57]([O:59][CH3:60])=[O:58])[C:50]7[CH:55]=[CH:54][CH:53]=[CH:52][CH:51]=7)=[N:40][CH:39]=6)[CH:34]=5)[CH:29]=4)=[CH:24][CH:23]=3)=[CH:20][N:21]=2)[CH2:15][C:10]2(OCCO2)[CH2:9]1)=[O:7].Cl.Cl.Cl.CC(C)[C@H](NC(=O)OC)C(=O)N1CCC[C@H]1C1NC([C:83]2[CH:92]=[CH:91][C:90]3[C:85](=CC=C(C4C=CC(C5NC([C@@H]6CCCN6)=NC=5)=CC=4)C=3)[CH:84]=2)=CN=1.[CH2:116](OC(N1CCC2C(=CC=CC=2)[C@@H]1C(O)=O)=O)[C:117]1C=CC=CC=1.COC(N[C@H:144](C1C=CC=CC=1)[C:145](O)=O)=O.Cl.Cl.Cl.CC(C)[C@H](NC(=O)OC)C(=O)N1[C@H](C2NC(C3C=CC(C4C=CC5C(=CC=C(C6NC([C@@H]7CCCN7)=NC=6)C=5)C=4)=CC=3)=CN=2)CC2(OCCO2)C1. (3) Given the product [NH2:8][C:7]1[CH:6]=[CH:5][C:4]([CH2:11][C:12]#[N:13])=[CH:3][C:2]=1[CH3:1], predict the reactants needed to synthesize it. The reactants are: [CH3:1][C:2]1[CH:3]=[C:4]([CH2:11][C:12]#[N:13])[CH:5]=[CH:6][C:7]=1[N+:8]([O-])=O.